This data is from Forward reaction prediction with 1.9M reactions from USPTO patents (1976-2016). The task is: Predict the product of the given reaction. (1) Given the reactants [C:1]([N:4]1[C:13]2[C:8](=[CH:9][C:10]([C:14](=[O:18])[NH:15][CH2:16][CH3:17])=[CH:11][CH:12]=2)[C@H:7]([NH:19]C(=O)OCC2C=CC=CC=2)[C@@H:6]([CH3:30])[C@@H:5]1[CH3:31])(=[O:3])[CH3:2], predict the reaction product. The product is: [C:1]([N:4]1[C:13]2[C:8](=[CH:9][C:10]([C:14]([NH:15][CH2:16][CH3:17])=[O:18])=[CH:11][CH:12]=2)[C@H:7]([NH2:19])[C@@H:6]([CH3:30])[C@@H:5]1[CH3:31])(=[O:3])[CH3:2]. (2) Given the reactants [Cl:1][CH2:2][C:3]1[CH:8]=[CH:7][C:6]([CH:9](O)[CH3:10])=[CH:5][CH:4]=1.S(=O)(=O)(O)O.[OH2:17].[C:18](#[N:20])[CH3:19], predict the reaction product. The product is: [Cl:1][CH2:2][C:3]1[CH:8]=[CH:7][C:6]([CH:9]([NH:20][C:18](=[O:17])[CH3:19])[CH3:10])=[CH:5][CH:4]=1. (3) Given the reactants Br[C:2]1[C:7]2[C:8]([NH2:11])=[N:9][NH:10][C:6]=2[CH:5]=[CH:4][N:3]=1.CC1(C)C(C)(C)OB([C:20]2[CH:25]=[CH:24][C:23]([NH:26][C:27](=[O:43])[NH:28][C:29]3[CH:34]=[C:33]([C:35]([F:38])([F:37])[F:36])[CH:32]=[CH:31][C:30]=3[NH:39][C:40](=[O:42])[CH3:41])=[CH:22][CH:21]=2)O1, predict the reaction product. The product is: [NH2:11][C:8]1[C:7]2[C:2]([C:20]3[CH:25]=[CH:24][C:23]([NH:26][C:27](=[O:43])[NH:28][C:29]4[CH:34]=[C:33]([C:35]([F:38])([F:37])[F:36])[CH:32]=[CH:31][C:30]=4[NH:39][C:40](=[O:42])[CH3:41])=[CH:22][CH:21]=3)=[N:3][CH:4]=[CH:5][C:6]=2[NH:10][N:9]=1. (4) Given the reactants [H-].[Na+].C(OP([CH2:11][C:12]1[C:21]2[C:16](=[CH:17][CH:18]=[CH:19][CH:20]=2)[CH:15]=[CH:14][CH:13]=1)(=O)OCC)C.[CH3:22][CH:23]([N:27]1[C:35]2[CH:34]=[CH:33][CH:32]=[C:31]([CH:36]=O)[C:30]=2[CH:29]=[CH:28]1)[CH2:24][CH2:25][CH3:26], predict the reaction product. The product is: [C:12]1(/[CH:11]=[CH:36]\[C:31]2[CH:32]=[CH:33][CH:34]=[C:35]3[C:30]=2[CH:29]=[CH:28][N:27]3[CH:23]([CH2:24][CH2:25][CH3:26])[CH3:22])[C:21]2[C:16](=[CH:17][CH:18]=[CH:19][CH:20]=2)[CH:15]=[CH:14][CH:13]=1. (5) Given the reactants [Br:1][C:2]1[C:11]2[CH2:10][CH2:9][CH:8]([C:12]([O:14][CH3:15])=[O:13])[C:7](=[O:16])[C:6]=2[CH:5]=[N:4][CH:3]=1.[H-].[Na+].[CH3:19]I, predict the reaction product. The product is: [CH3:15][O:14][C:12]([C:8]1([CH3:19])[C:7](=[O:16])[C:6]2[CH:5]=[N:4][CH:3]=[C:2]([Br:1])[C:11]=2[CH2:10][CH2:9]1)=[O:13].